This data is from Forward reaction prediction with 1.9M reactions from USPTO patents (1976-2016). The task is: Predict the product of the given reaction. (1) Given the reactants [CH3:1][O:2][CH2:3][C:4]1[CH:9]=[C:8]([C:10]([OH:12])=O)[CH:7]=[CH:6][C:5]=1[C:13]1[CH:18]=[CH:17][CH:16]=[CH:15][C:14]=1[CH3:19].[NH2:20][C:21](=[N:33]O)[C:22]1[CH:31]=[CH:30][C:25]([C:26]([O:28][CH3:29])=[O:27])=[C:24]([Cl:32])[CH:23]=1, predict the reaction product. The product is: [Cl:32][C:24]1[CH:23]=[C:22]([C:21]2[N:20]=[C:10]([C:8]3[CH:7]=[CH:6][C:5]([C:13]4[CH:18]=[CH:17][CH:16]=[CH:15][C:14]=4[CH3:19])=[C:4]([CH2:3][O:2][CH3:1])[CH:9]=3)[O:12][N:33]=2)[CH:31]=[CH:30][C:25]=1[C:26]([O:28][CH3:29])=[O:27]. (2) Given the reactants C(N(C(C)C)CC)(C)C.C1C=CC2N(O)N=NC=2C=1.FC(F)(F)C(O)=O.[Cl:27][CH2:28][CH2:29][CH2:30][C:31](=[CH:35][C:36]1[CH:41]=[CH:40][C:39]([N:42]2[CH:46]=[C:45]([CH3:47])[N:44]=[CH:43]2)=[C:38]([O:48][CH3:49])[CH:37]=1)[C:32]([OH:34])=O.[F:50][C:51]1[CH:56]=[CH:55][CH:54]=[CH:53][C:52]=1[C:57]([NH2:60])([CH3:59])[CH3:58], predict the reaction product. The product is: [F:50][C:51]1[CH:56]=[CH:55][CH:54]=[CH:53][C:52]=1[C:57]([NH:60][C:32](=[O:34])[C:31](=[CH:35][C:36]1[CH:41]=[CH:40][C:39]([N:42]2[CH:46]=[C:45]([CH3:47])[N:44]=[CH:43]2)=[C:38]([O:48][CH3:49])[CH:37]=1)[CH2:30][CH2:29][CH2:28][Cl:27])([CH3:58])[CH3:59]. (3) Given the reactants Br[CH2:2][C@@:3]([OH:17])([CH3:16])[C:4]([NH:6][C:7]1[CH:12]=[CH:11][C:10]([C:13]#[N:14])=[C:9]([CH3:15])[CH:8]=1)=[O:5].[OH-].[Na+], predict the reaction product. The product is: [C:13]([C:10]1[CH:11]=[CH:12][C:7]([NH:6][C:4]([C@@:3]2([CH3:16])[CH2:2][O:17]2)=[O:5])=[CH:8][C:9]=1[CH3:15])#[N:14].